From a dataset of Forward reaction prediction with 1.9M reactions from USPTO patents (1976-2016). Predict the product of the given reaction. The product is: [Cl:1][C:2]1[CH:7]=[CH:6][CH:5]=[CH:4][C:3]=1[C:8]1[CH:19]=[C:18]2[C:14]([C:15]([CH2:21][CH2:22][CH:23]([OH:25])[CH3:24])=[CH:16][N:17]2[CH3:20])=[C:13]2[C:9]=1[C:10](=[O:27])[NH:11][C:12]2=[O:26]. Given the reactants [Cl:1][C:2]1[CH:7]=[CH:6][CH:5]=[CH:4][C:3]=1[C:8]1[CH:19]=[C:18]2[C:14]([C:15]([CH2:21][CH2:22][C:23](=[O:25])[CH3:24])=[CH:16][N:17]2[CH3:20])=[C:13]2[C:9]=1[C:10](=[O:27])[NH:11][C:12]2=[O:26].C(O)C.[BH4-].[Na+], predict the reaction product.